From a dataset of Reaction yield outcomes from USPTO patents with 853,638 reactions. Predict the reaction yield, written as a fraction of the theoretical maximum amount of product (1.0 means a 100% yield; for example, 0.34 means a 34% yield). (1) The reactants are C(=O)([O-])[O-].[K+].[K+].[CH:7]1([O:12][C:13]2[CH:14]=[C:15]([C:21]3[CH:26]=[CH:25][N:24]=[C:23]([N:27]4[C:31]5[CH:32]=[CH:33][CH:34]=[CH:35][C:30]=5[N:29](C(OC(C)(C)C)=O)[C:28]4=[O:43])[N:22]=3)[CH:16]=[CH:17][C:18]=2[O:19][CH3:20])[CH2:11][CH2:10][CH2:9][CH2:8]1. The catalyst is CO. The product is [CH:7]1([O:12][C:13]2[CH:14]=[C:15]([C:21]3[CH:26]=[CH:25][N:24]=[C:23]([N:27]4[C:31]5[CH:32]=[CH:33][CH:34]=[CH:35][C:30]=5[NH:29][C:28]4=[O:43])[N:22]=3)[CH:16]=[CH:17][C:18]=2[O:19][CH3:20])[CH2:11][CH2:10][CH2:9][CH2:8]1. The yield is 0.660. (2) The reactants are [CH3:1][N:2]([S:21]([C:24]1[CH:29]=[CH:28][CH:27]=[CH:26][N:25]=1)(=[O:23])=[O:22])[C:3]1[CH:4]=[CH:5][CH:6]=[C:7]2[C:11]=1[NH:10][C:9]([C:12]1[S:13][CH:14]([CH2:17][C:18](O)=[O:19])[CH2:15][N:16]=1)=[CH:8]2.C[N:31](C)C=O.Cl.CN(C)CCCN=C=NCC. The catalyst is C(OCC)(=O)C. The product is [CH3:1][N:2]([S:21]([C:24]1[CH:29]=[CH:28][CH:27]=[CH:26][N:25]=1)(=[O:22])=[O:23])[C:3]1[CH:4]=[CH:5][CH:6]=[C:7]2[C:11]=1[NH:10][C:9]([C:12]1[S:13][CH:14]([CH2:17][C:18]([NH2:31])=[O:19])[CH2:15][N:16]=1)=[CH:8]2. The yield is 0.850.